Regression. Given two drug SMILES strings and cell line genomic features, predict the synergy score measuring deviation from expected non-interaction effect. From a dataset of NCI-60 drug combinations with 297,098 pairs across 59 cell lines. (1) Drug 1: CC1C(C(CC(O1)OC2CC(CC3=C2C(=C4C(=C3O)C(=O)C5=C(C4=O)C(=CC=C5)OC)O)(C(=O)C)O)N)O.Cl. Drug 2: COCCOC1=C(C=C2C(=C1)C(=NC=N2)NC3=CC=CC(=C3)C#C)OCCOC.Cl. Cell line: NCI/ADR-RES. Synergy scores: CSS=2.68, Synergy_ZIP=4.24, Synergy_Bliss=3.64, Synergy_Loewe=1.79, Synergy_HSA=2.20. (2) Cell line: IGROV1. Drug 2: CC1CCC2CC(C(=CC=CC=CC(CC(C(=O)C(C(C(=CC(C(=O)CC(OC(=O)C3CCCCN3C(=O)C(=O)C1(O2)O)C(C)CC4CCC(C(C4)OC)O)C)C)O)OC)C)C)C)OC. Synergy scores: CSS=77.7, Synergy_ZIP=14.6, Synergy_Bliss=14.6, Synergy_Loewe=18.2, Synergy_HSA=20.0. Drug 1: CN1CCC(CC1)COC2=C(C=C3C(=C2)N=CN=C3NC4=C(C=C(C=C4)Br)F)OC. (3) Drug 1: C(CC(=O)O)C(=O)CN.Cl. Drug 2: C1CC(=O)NC(=O)C1N2C(=O)C3=CC=CC=C3C2=O. Cell line: A498. Synergy scores: CSS=6.83, Synergy_ZIP=-2.92, Synergy_Bliss=0.199, Synergy_Loewe=0.676, Synergy_HSA=0.702.